From a dataset of Peptide-MHC class I binding affinity with 185,985 pairs from IEDB/IMGT. Regression. Given a peptide amino acid sequence and an MHC pseudo amino acid sequence, predict their binding affinity value. This is MHC class I binding data. (1) The peptide sequence is ATIWQLLAF. The MHC is HLA-B51:01 with pseudo-sequence HLA-B51:01. The binding affinity (normalized) is 0.213. (2) The peptide sequence is ILDDPEIYP. The MHC is HLA-A02:01 with pseudo-sequence HLA-A02:01. The binding affinity (normalized) is 0.132. (3) The peptide sequence is FLYALALLL. The MHC is HLA-A01:01 with pseudo-sequence HLA-A01:01. The binding affinity (normalized) is 0.0186. (4) The peptide sequence is AWRTATLIL. The MHC is HLA-A30:01 with pseudo-sequence HLA-A30:01. The binding affinity (normalized) is 0.410.